Dataset: Forward reaction prediction with 1.9M reactions from USPTO patents (1976-2016). Task: Predict the product of the given reaction. Given the reactants [NH2:1][C:2]1([C:8]([OH:10])=[O:9])[CH2:7][CH2:6][CH2:5][CH2:4][CH2:3]1.[CH3:11][Si](C=[N+]=[N-])(C)C, predict the reaction product. The product is: [CH3:11][O:9][C:8]([C:2]1([NH2:1])[CH2:7][CH2:6][CH2:5][CH2:4][CH2:3]1)=[O:10].